This data is from Full USPTO retrosynthesis dataset with 1.9M reactions from patents (1976-2016). The task is: Predict the reactants needed to synthesize the given product. (1) Given the product [NH2:8][C:9]1[CH:14]=[C:13]([C:15]2[C:16]([C:33]3[CH:38]=[CH:37][C:36]([F:39])=[CH:35][CH:34]=3)=[N:17][N:18]([C:20]3[CH:21]=[CH:22][C:23]4[N:24]([C:26]([C:29]([F:31])([F:30])[F:32])=[N:27][N:28]=4)[N:25]=3)[CH:19]=2)[CH:12]=[CH:11][N:10]=1, predict the reactants needed to synthesize it. The reactants are: C(OC([NH:8][C:9]1[CH:14]=[C:13]([C:15]2[C:16]([C:33]3[CH:38]=[CH:37][C:36]([F:39])=[CH:35][CH:34]=3)=[N:17][N:18]([C:20]3[CH:21]=[CH:22][C:23]4[N:24]([C:26]([C:29]([F:32])([F:31])[F:30])=[N:27][N:28]=4)[N:25]=3)[CH:19]=2)[CH:12]=[CH:11][N:10]=1)=O)(C)(C)C.C(OC(NC1C=C(C2C(C3C=CC=CC=3)=NN(C3C=CC4N(C=NN=4)N=3)C=2)C=CN=1)=O)(C)(C)C. (2) Given the product [NH2:7][CH2:8][C@@H:9]([NH:25][C:26]([C:28]1[S:44][C:31]2=[N:32][C:33]3[C:38]([CH:39]=[C:30]2[CH:29]=1)=[CH:37][C:36]([C:40]([CH3:42])([CH3:41])[CH3:43])=[CH:35][CH:34]=3)=[O:27])[C:10]1[CH:15]=[CH:14][CH:13]=[C:12]([NH:16][C:17]([C:19]2[CH:23]=[C:22]([CH3:24])[O:21][N:20]=2)=[O:18])[CH:11]=1, predict the reactants needed to synthesize it. The reactants are: C(OC(=O)[NH:7][CH2:8][C@@H:9]([NH:25][C:26]([C:28]1[S:44][C:31]2=[N:32][C:33]3[C:38]([CH:39]=[C:30]2[CH:29]=1)=[CH:37][C:36]([C:40]([CH3:43])([CH3:42])[CH3:41])=[CH:35][CH:34]=3)=[O:27])[C:10]1[CH:15]=[CH:14][CH:13]=[C:12]([NH:16][C:17]([C:19]2[CH:23]=[C:22]([CH3:24])[O:21][N:20]=2)=[O:18])[CH:11]=1)(C)(C)C.